Dataset: CYP3A4 inhibition data for predicting drug metabolism from PubChem BioAssay. Task: Regression/Classification. Given a drug SMILES string, predict its absorption, distribution, metabolism, or excretion properties. Task type varies by dataset: regression for continuous measurements (e.g., permeability, clearance, half-life) or binary classification for categorical outcomes (e.g., BBB penetration, CYP inhibition). Dataset: cyp3a4_veith. (1) The drug is CN[C@H](Cc1ccccc1)c1cccc(OC)c1O. The result is 0 (non-inhibitor). (2) The molecule is Cc1cnc(CNc2ncnc3ccc(-c4ccccc4Cl)cc23)cn1. The result is 1 (inhibitor).